Dataset: Experimentally validated miRNA-target interactions with 360,000+ pairs, plus equal number of negative samples. Task: Binary Classification. Given a miRNA mature sequence and a target amino acid sequence, predict their likelihood of interaction. The miRNA is hsa-miR-4744 with sequence UCUAAAGACUAGACUUCGCUAUG. The protein sequence of the target gene is MSSVKRSLKQEIVTQFHCSAAEGDIAKLTGILSHSPSLLNETSENGWTALMYAARNGHPEIVQFLLEKGCDRSIVNKSRQTALDIAVFWGYKHIANLLATAKGGKKPWFLTNEVEECENYFSKTLLDRKSEKRNNSDWLLAKESHPATVFILFSDLNPLVTLGGNKESFQQPEVRLCQLNYTDIKDYLAQPEKITLIFLGVELEIKDKLLNYAGEVPREEEDGLVAWFALGIDPIAAEEFKQRHENCYFLHPPMPALLQLKEKEAGVVAQARSVLAWHSRYKFCPTCGNATKIEEGGYKR.... Result: 0 (no interaction).